This data is from Reaction yield outcomes from USPTO patents with 853,638 reactions. The task is: Predict the reaction yield, written as a fraction of the theoretical maximum amount of product (1.0 means a 100% yield; for example, 0.34 means a 34% yield). (1) The yield is 0.290. The catalyst is C1COCC1. The reactants are C(N)CN.[C:5]([O:9][C:10](=[O:42])[NH:11][CH2:12][C@H:13]1[CH2:18][CH2:17][C@H:16]([NH:19][C:20]([C:22]2[C:30]3[N:29]4[CH:31]=[N:32][N:33]=[C:28]4[CH:27]=[N:26][C:25]=3[N:24](COCC[Si](C)(C)C)[CH:23]=2)=[O:21])[CH2:15][CH2:14]1)([CH3:8])([CH3:7])[CH3:6].CCCC[N+](CCCC)(CCCC)CCCC.[F-]. The product is [C:5]([O:9][C:10](=[O:42])[NH:11][CH2:12][C@H:13]1[CH2:14][CH2:15][C@H:16]([NH:19][C:20]([C:22]2[C:30]3[N:29]4[CH:31]=[N:32][N:33]=[C:28]4[CH:27]=[N:26][C:25]=3[NH:24][CH:23]=2)=[O:21])[CH2:17][CH2:18]1)([CH3:8])([CH3:6])[CH3:7]. (2) The reactants are CON(C)[C:4]([C@@H:6]1[CH2:11][CH2:10][C@H:9]([CH2:12][NH:13][C:14](=[O:20])[O:15][C:16]([CH3:19])([CH3:18])[CH3:17])[CH2:8][CH2:7]1)=[O:5].[CH2:22]([Mg]Br)[CH2:23][C:24]1[CH:29]=[CH:28][CH:27]=[CH:26][CH:25]=1. The catalyst is O1CCCC1. The product is [C:24]1([CH2:23][CH2:22][C:4]([C@@H:6]2[CH2:7][CH2:8][C@H:9]([CH2:12][NH:13][C:14](=[O:20])[O:15][C:16]([CH3:17])([CH3:18])[CH3:19])[CH2:10][CH2:11]2)=[O:5])[CH:29]=[CH:28][CH:27]=[CH:26][CH:25]=1. The yield is 0.680. (3) The reactants are [C:1]1(=[O:7])[CH2:6][CH2:5][CH2:4][CH2:3][CH2:2]1.N1C=CC=CC=1.[S:14](O[S:14]([C:17]([F:20])([F:19])[F:18])(=[O:16])=[O:15])([C:17]([F:20])([F:19])[F:18])(=[O:16])=[O:15]. The catalyst is C(Cl)Cl. The product is [C:1]1([O:7][S:14]([C:17]([F:20])([F:19])[F:18])(=[O:16])=[O:15])[CH2:6][CH2:5][CH2:4][CH2:3][CH:2]=1. The yield is 0.420. (4) The reactants are CS[C:3]1[S:4][C:5]2[CH:11]=[C:10]([N+:12]([O-:14])=[O:13])[CH:9]=[CH:8][C:6]=2[N:7]=1.[F:15][C:16]([F:27])([F:26])[C:17]1[CH:22]=[CH:21][N:20]=[C:19]([CH2:23][C:24]#[N:25])[N:18]=1.C(=O)([O-])[O-].[K+].[K+].CC(=O)OCC. The catalyst is C(O)C. The product is [N+:12]([C:10]1[CH:9]=[CH:8][C:6]2[NH:7][C:3](=[C:23]([C:19]3[N:18]=[C:17]([C:16]([F:27])([F:15])[F:26])[CH:22]=[CH:21][N:20]=3)[C:24]#[N:25])[S:4][C:5]=2[CH:11]=1)([O-:14])=[O:13]. The yield is 0.960. (5) The reactants are [C:1]([O:5][C:6]([N:8]1[CH2:13][CH2:12][C@@H:11]([C:14]2[CH:19]=[CH:18][C:17]([C:20]3[CH:25]=[CH:24][CH:23]=[CH:22][CH:21]=3)=[CH:16][CH:15]=2)[C@H:10]([NH2:26])[CH2:9]1)=[O:7])([CH3:4])([CH3:3])[CH3:2].C1CCN2C(=NCCC2)CC1.[CH3:38][CH:39]([S:41](Cl)(=[O:43])=[O:42])[CH3:40]. No catalyst specified. The product is [C:1]([O:5][C:6]([N:8]1[CH2:13][CH2:12][C@@H:11]([C:14]2[CH:15]=[CH:16][C:17]([C:20]3[CH:21]=[CH:22][CH:23]=[CH:24][CH:25]=3)=[CH:18][CH:19]=2)[C@H:10]([NH:26][S:41]([CH:39]([CH3:40])[CH3:38])(=[O:43])=[O:42])[CH2:9]1)=[O:7])([CH3:4])([CH3:2])[CH3:3]. The yield is 0.360. (6) The reactants are [CH2:1]([C:3]1[CH:8]=[CH:7][CH:6]=[CH:5][C:4]=1[O:9][CH3:10])[CH3:2].CN([CH:14]=[O:15])C.O=P(Cl)(Cl)Cl.[OH-].[Na+]. The catalyst is O. The product is [CH2:1]([C:3]1[CH:8]=[C:7]([CH:6]=[CH:5][C:4]=1[O:9][CH3:10])[CH:14]=[O:15])[CH3:2]. The yield is 0.470. (7) The reactants are [O:1]=[C:2]1[CH:7]=[C:6]([C:8]2[CH:13]=[CH:12][C:11]([C:14]([F:17])([F:16])[F:15])=[CH:10][N:9]=2)[CH:5]=[CH:4][N:3]1[C:18]1[CH:19]=[CH:20][C:21]2[C:22]3[CH2:31][N:30](C(OC(C)(C)C)=O)[CH2:29][CH2:28][CH2:27][C:23]=3[NH:24][C:25]=2[CH:26]=1.[ClH:39]. The catalyst is CO. The product is [ClH:39].[CH2:31]1[C:22]2[C:21]3[CH:20]=[CH:19][C:18]([N:3]4[CH:4]=[CH:5][C:6]([C:8]5[CH:13]=[CH:12][C:11]([C:14]([F:17])([F:16])[F:15])=[CH:10][N:9]=5)=[CH:7][C:2]4=[O:1])=[CH:26][C:25]=3[NH:24][C:23]=2[CH2:27][CH2:28][CH2:29][NH:30]1. The yield is 0.510.